Dataset: Reaction yield outcomes from USPTO patents with 853,638 reactions. Task: Predict the reaction yield, written as a fraction of the theoretical maximum amount of product (1.0 means a 100% yield; for example, 0.34 means a 34% yield). (1) The reactants are [CH:1]1([Mg]Br)[CH2:3][CH2:2]1.[Cl:6][C:7]1[CH:8]=[CH:9][C:10]([C:28]([O:30]C)=O)=[C:11]2[C:15]=1[N:14]=[C:13]1[N:16]([C:20]3[C:25]([CH3:26])=[N:24][C:23]([CH3:27])=[CH:22][N:21]=3)[CH2:17][CH2:18][CH2:19][N:12]21.O1[CH2:36][CH2:35][CH2:34]C1. No catalyst specified. The product is [Cl:6][C:7]1[C:15]2[N:14]=[C:13]3[N:16]([C:20]4[C:25]([CH3:26])=[N:24][C:23]([CH3:27])=[CH:22][N:21]=4)[CH2:17][CH2:18][CH2:19][N:12]3[C:11]=2[C:10]([C:28]([CH:34]2[CH2:35][CH2:36]2)([CH:1]2[CH2:3][CH2:2]2)[OH:30])=[CH:9][CH:8]=1. The yield is 0.350. (2) The reactants are [N+:1](/[CH:4]=[CH:5]/[C:6]1[CH:19]=[CH:18][C:9]([CH2:10][O:11][C:12]2[CH:17]=[CH:16][CH:15]=[CH:14][N:13]=2)=[CH:8][CH:7]=1)([O-:3])=[O:2].C(O)(=O)C.[B-].[Na+].O. The catalyst is CS(C)=O.C(OCC)C.C(OCC)(=O)C. The product is [N+:1]([CH2:4][CH2:5][C:6]1[CH:19]=[CH:18][C:9]([CH2:10][O:11][C:12]2[CH:17]=[CH:16][CH:15]=[CH:14][N:13]=2)=[CH:8][CH:7]=1)([O-:3])=[O:2]. The yield is 0.490. (3) The reactants are CN(C)/[CH:3]=[CH:4]/[C:5]([C:7]1[C:8]([C:18]2[CH:23]=[CH:22][C:21]([F:24])=[CH:20][CH:19]=2)=[N:9][N:10]2[C:15]=1[CH:14]=[CH:13][N:12]=[C:11]2[S:16][CH3:17])=O.Cl.[CH:27]1([NH:32][C:33]([NH2:35])=[NH:34])[CH2:31][CH2:30][CH2:29][CH2:28]1.C(=O)([O-])[O-].[K+].[K+]. The catalyst is CN(C)C=O.O. The product is [CH:27]1([NH:32][C:33]2[N:35]=[C:5]([C:7]3[C:8]([C:18]4[CH:19]=[CH:20][C:21]([F:24])=[CH:22][CH:23]=4)=[N:9][N:10]4[C:15]=3[CH:14]=[CH:13][N:12]=[C:11]4[S:16][CH3:17])[CH:4]=[CH:3][N:34]=2)[CH2:31][CH2:30][CH2:29][CH2:28]1. The yield is 0.320. (4) The reactants are [NH2:1][CH:2]1[CH2:5][N:4]([C:6]([C:8]2[CH:9]=[C:10]([CH:23]=[CH:24][C:25]=2[F:26])[CH2:11][C:12]2[C:21]3[C:16](=[CH:17][CH:18]=[CH:19][CH:20]=3)[C:15](=[O:22])[NH:14][N:13]=2)=[O:7])[CH2:3]1.O=[C:28]1[CH2:32][CH2:31][CH2:30][CH:29]1[C:33]([O:35][CH2:36][CH3:37])=[O:34].C(O[BH-](OC(=O)C)OC(=O)C)(=O)C.[Na+]. No catalyst specified. The product is [F:26][C:25]1[CH:24]=[CH:23][C:10]([CH2:11][C:12]2[C:21]3[C:16](=[CH:17][CH:18]=[CH:19][CH:20]=3)[C:15](=[O:22])[NH:14][N:13]=2)=[CH:9][C:8]=1[C:6]([N:4]1[CH2:3][CH:2]([NH:1][C:28]2[CH2:32][CH2:31][CH2:30][C:29]=2[C:33]([O:35][CH2:36][CH3:37])=[O:34])[CH2:5]1)=[O:7]. The yield is 0.230. (5) The reactants are [NH2:1][C:2]1[CH:7]=[C:6]([Br:8])[CH:5]=[CH:4][C:3]=1[NH:9][C:10](=[O:13])[CH2:11]Cl.[I-].[Na+].C(=O)([O-])[O-].[Na+].[Na+]. The catalyst is C(#N)C. The product is [Br:8][C:6]1[CH:7]=[C:2]2[C:3](=[CH:4][CH:5]=1)[NH:9][C:10](=[O:13])[CH2:11][NH:1]2. The yield is 0.340. (6) The reactants are FC(F)(F)S(O[C:7]1[CH:12]=[C:11]([CH3:13])[C:10]([CH2:14][C:15]2[CH:20]=[CH:19][C:18]([O:21][CH2:22][O:23][CH3:24])=[C:17]([CH2:25][C:26]3[CH:31]=[CH:30][C:29]([F:32])=[CH:28][CH:27]=3)[CH:16]=2)=[C:9]([CH3:33])[CH:8]=1)(=O)=O.[CH3:36][OH:37].C1C=CC(P(C2C=CC=CC=2)CCCP(C2C=CC=CC=2)C2C=CC=CC=2)=CC=1.Cl.CN([CH:71]=[O:72])C. The catalyst is CC([O-])=O.CC([O-])=O.[Pd+2]. The product is [CH3:13][C:11]1[CH:12]=[C:7]([CH:8]=[C:9]([CH3:33])[C:10]=1[CH2:14][C:15]1[CH:20]=[CH:19][C:18]([O:21][CH2:22][O:23][CH3:24])=[C:17]([CH2:25][C:26]2[CH:27]=[CH:28][C:29]([F:32])=[CH:30][CH:31]=2)[CH:16]=1)[C:36]([O:72][CH3:71])=[O:37]. The yield is 1.00. (7) The reactants are [O:1]=[C:2]1[CH2:11][C:10]2([CH2:16][CH2:15][N:14](C(OCC3C=CC=CC=3)=O)[CH2:13][CH2:12]2)[C:9]2[C:4](=[CH:5][CH:6]=[CH:7][CH:8]=2)[NH:3]1. The catalyst is CO.[Pd]. The product is [NH:3]1[C:4]2[C:9](=[CH:8][CH:7]=[CH:6][CH:5]=2)[C:10]2([CH2:12][CH2:13][NH:14][CH2:15][CH2:16]2)[CH2:11][C:2]1=[O:1]. The yield is 0.110. (8) The reactants are [Br:1][C:2]1[CH:3]=[CH:4][C:5]([NH:8][NH:9][C:10](=O)[C:11]([F:14])([F:13])[F:12])=[N:6][CH:7]=1.C(=O)(O)[O-].[Na+]. The catalyst is O. The product is [Br:1][C:2]1[CH:3]=[CH:4][C:5]2[N:6]([C:10]([C:11]([F:14])([F:13])[F:12])=[N:9][N:8]=2)[CH:7]=1. The yield is 0.780. (9) The reactants are [O:1]1[CH2:4][CH:3]([OH:5])[CH2:2]1.[C:6]1([CH3:16])[CH:11]=[CH:10][C:9]([S:12](Cl)(=[O:14])=[O:13])=[CH:8][CH:7]=1. The catalyst is N1C=CC=CC=1. The product is [O:1]1[CH2:4][CH:3]([O:5][S:12]([C:9]2[CH:10]=[CH:11][C:6]([CH3:16])=[CH:7][CH:8]=2)(=[O:14])=[O:13])[CH2:2]1. The yield is 0.620.